Predict which catalyst facilitates the given reaction. From a dataset of Catalyst prediction with 721,799 reactions and 888 catalyst types from USPTO. (1) Reactant: C(OC(=O)[NH:7][CH2:8][CH2:9][CH2:10][NH:11][C:12](=[O:38])[CH2:13][C@@H:14]1[N:20]=[C:19]([C:21]2[CH:26]=[CH:25][C:24]([Cl:27])=[CH:23][CH:22]=2)[C:18]2[CH:28]=[C:29]([O:32][CH3:33])[CH:30]=[CH:31][C:17]=2[N:16]2[C:34]([CH3:37])=[N:35][N:36]=[C:15]12)(C)(C)C.C(O)(C(F)(F)F)=O. Product: [NH2:7][CH2:8][CH2:9][CH2:10][NH:11][C:12](=[O:38])[CH2:13][C@@H:14]1[N:20]=[C:19]([C:21]2[CH:22]=[CH:23][C:24]([Cl:27])=[CH:25][CH:26]=2)[C:18]2[CH:28]=[C:29]([O:32][CH3:33])[CH:30]=[CH:31][C:17]=2[N:16]2[C:34]([CH3:37])=[N:35][N:36]=[C:15]12. The catalyst class is: 2. (2) Reactant: P(Br)(Br)[Br:2].[CH3:5][O:6][C:7]1[CH:14]=[CH:13][C:12]([O:15][CH3:16])=[CH:11][C:8]=1[CH2:9]O.O. Product: [Br:2][CH2:9][C:8]1[CH:11]=[C:12]([O:15][CH3:16])[CH:13]=[CH:14][C:7]=1[O:6][CH3:5]. The catalyst class is: 2. (3) Reactant: [C:1]([Si:5]([CH3:34])([CH3:33])[O:6][C:7]1[CH:12]=[CH:11][C:10]([C:13]2[C:17]([C:18]3[CH:23]=[CH:22][CH:21]=[CH:20][CH:19]=3)=[C:16]([C:24]3([CH2:27]OS(C)(=O)=O)[CH2:26][CH2:25]3)[O:15][N:14]=2)=[CH:9][CH:8]=1)([CH3:4])([CH3:3])[CH3:2].C(=O)([O-])[O-].[Na+].[Na+].[NH:41]1[CH2:46][CH2:45][S:44][CH2:43][CH2:42]1. Product: [C:1]([Si:5]([CH3:33])([CH3:34])[O:6][C:7]1[CH:8]=[CH:9][C:10]([C:13]2[C:17]([C:18]3[CH:19]=[CH:20][CH:21]=[CH:22][CH:23]=3)=[C:16]([C:24]3([CH2:27][N:41]4[CH2:46][CH2:45][S:44][CH2:43][CH2:42]4)[CH2:26][CH2:25]3)[O:15][N:14]=2)=[CH:11][CH:12]=1)([CH3:2])([CH3:4])[CH3:3]. The catalyst class is: 633. (4) Product: [CH2:11]([O:13][P:14]([CH2:7][C:6]1[CH:9]=[C:2]([Cl:1])[CH:3]=[CH:4][C:5]=1[F:10])(=[O:18])[O:15][CH2:16][CH3:17])[CH3:12]. Reactant: [Cl:1][C:2]1[CH:3]=[CH:4][C:5]([F:10])=[C:6]([CH:9]=1)[CH2:7]Br.[CH2:11]([O:13][P:14]([O:18]CC)[O:15][CH2:16][CH3:17])[CH3:12]. The catalyst class is: 1. (5) Reactant: [CH:1]1([NH:4][C:5](=[O:28])[C:6]2[CH:11]=[C:10]([C:12]3[CH:17]=[CH:16][C:15]4[N:18]([C:21]5[CH:26]=[CH:25][CH:24]=[CH:23][CH:22]=5)[N:19]=[CH:20][C:14]=4[N:13]=3)[C:9]([CH3:27])=[CH:8][CH:7]=2)[CH2:3][CH2:2]1.C1C=C(Cl)C=C(C(OO)=[O:37])C=1. Product: [CH:1]1([NH:4][C:5](=[O:28])[C:6]2[CH:7]=[CH:8][C:9]([CH3:27])=[C:10]([C:12]3[CH:17]=[C:16]4[CH:20]=[N:19][N:18]([C:21]5[CH:26]=[CH:25][CH:24]=[CH:23][CH:22]=5)[C:15]4=[CH:14][N+:13]=3[O-:37])[CH:11]=2)[CH2:2][CH2:3]1. The catalyst class is: 22. (6) Reactant: [Br:1][CH2:2][C:3](Cl)=[O:4].Cl.[N:7]1[N:11]2[CH2:12][CH2:13][CH2:14][NH:15][CH2:16][C:10]2=[CH:9][C:8]=1[C:17]([O:19][CH2:20][CH3:21])=[O:18]. Product: [Br:1][CH2:2][C:3]([N:15]1[CH2:14][CH2:13][CH2:12][N:11]2[N:7]=[C:8]([C:17]([O:19][CH2:20][CH3:21])=[O:18])[CH:9]=[C:10]2[CH2:16]1)=[O:4]. The catalyst class is: 4. (7) Reactant: CC([N:5]([C@H:9]1[CH2:14][CH2:13][C@@H:12]([C:15]([NH:17][CH2:18][C:19]2[CH:24]=[CH:23][CH:22]=[CH:21][C:20]=2[C:25]([F:28])([F:27])[F:26])=[O:16])[CH2:11][CH2:10]1)C(=O)[O-])(C)C.FC(F)(F)C(O)=O. Product: [NH2:5][C@@H:9]1[CH2:10][CH2:11][C@H:12]([C:15]([NH:17][CH2:18][C:19]2[CH:24]=[CH:23][CH:22]=[CH:21][C:20]=2[C:25]([F:26])([F:27])[F:28])=[O:16])[CH2:13][CH2:14]1. The catalyst class is: 4.